Dataset: Catalyst prediction with 721,799 reactions and 888 catalyst types from USPTO. Task: Predict which catalyst facilitates the given reaction. (1) Reactant: [Cl:1][C:2]1[CH:10]=[CH:9][CH:8]=[C:7]2[C:3]=1[C:4]([C:15]([OH:17])=O)=[CH:5][N:6]2[CH2:11][CH2:12][O:13][CH3:14].[F:18][C:19]1[CH:26]=[CH:25][CH:24]=[CH:23][C:20]=1[CH2:21][NH2:22].CCN(CC)CC.N1(O)C2C=CC=CC=2N=N1.C(Cl)CCl. Product: [F:18][C:19]1[CH:26]=[CH:25][CH:24]=[CH:23][C:20]=1[CH2:21][NH:22][C:15]([C:4]1[C:3]2[C:7](=[CH:8][CH:9]=[CH:10][C:2]=2[Cl:1])[N:6]([CH2:11][CH2:12][O:13][CH3:14])[CH:5]=1)=[O:17]. The catalyst class is: 1. (2) Reactant: CC1(C)C(C)(C)OB([C:9]2[CH:14]=[CH:13][C:12]([S:15]([C:18]3[CH:23]=[CH:22][CH:21]=[CH:20][CH:19]=3)(=[O:17])=[O:16])=[CH:11][CH:10]=2)O1.Cl[C:26]1[N:31]=[CH:30][C:29]([C:32]([OH:41])([C:37]([F:40])([F:39])[F:38])[C:33]([F:36])([F:35])[F:34])=[CH:28][N:27]=1.C(=O)([O-])[O-].[Cs+].[Cs+].COCCOC. Product: [F:36][C:33]([F:34])([F:35])[C:32]([C:29]1[CH:30]=[N:31][C:26]([C:9]2[CH:10]=[CH:11][C:12]([S:15]([C:18]3[CH:19]=[CH:20][CH:21]=[CH:22][CH:23]=3)(=[O:16])=[O:17])=[CH:13][CH:14]=2)=[N:27][CH:28]=1)([OH:41])[C:37]([F:40])([F:39])[F:38]. The catalyst class is: 6. (3) Reactant: O.C1(C)C=CC(S(O)(=O)=O)=CC=1.[F:13][C:14]([F:46])([CH2:38][O:39][C:40]1[CH:45]=[CH:44][CH:43]=[CH:42][CH:41]=1)/[CH:15]=[CH:16]/[C@@H:17]1[C@@H:29]2[C@@H:20]([O:21][C:22](=[O:30])[CH2:23][CH2:24][CH2:25][CH:26]=[CH:27][CH2:28]2)[CH2:19][C@H:18]1[O:31]C1CCCCO1. Product: [F:46][C:14]([F:13])([CH2:38][O:39][C:40]1[CH:45]=[CH:44][CH:43]=[CH:42][CH:41]=1)/[CH:15]=[CH:16]/[C@@H:17]1[C@@H:29]2[C@@H:20]([O:21][C:22](=[O:30])[CH2:23][CH2:24][CH2:25][CH:26]=[CH:27][CH2:28]2)[CH2:19][C@H:18]1[OH:31]. The catalyst class is: 5. (4) Reactant: C([O:8][N:9]([CH2:12][C:13]1([C:20]([NH:22][NH:23][C:24]2[N:29]=[C:28]([C:30]([F:33])([F:32])[F:31])[CH:27]=[CH:26][N:25]=2)=[O:21])[CH2:19][CH2:18][CH2:17][CH2:16][CH2:15][CH2:14]1)[CH:10]=[O:11])C1C=CC=CC=1. Product: [OH:8][N:9]([CH2:12][C:13]1([C:20]([NH:22][NH:23][C:24]2[N:29]=[C:28]([C:30]([F:33])([F:31])[F:32])[CH:27]=[CH:26][N:25]=2)=[O:21])[CH2:19][CH2:18][CH2:17][CH2:16][CH2:15][CH2:14]1)[CH:10]=[O:11]. The catalyst class is: 19. (5) Reactant: [F:1][C:2]1[CH:7]=[CH:6][C:5]([C:8]2[C:12]([CH2:13][O:14][C:15]3[CH:23]=[CH:22][C:18]([C:19]([OH:21])=O)=[CH:17][N:16]=3)=[C:11]([CH3:24])[O:10][N:9]=2)=[CH:4][CH:3]=1.Cl.[NH:26]1[CH2:31][CH2:30][S:29](=[O:33])(=[O:32])[CH2:28][CH2:27]1.C(N(CC)CC)C.O. Product: [OH2:10].[O:32]=[S:29]1(=[O:33])[CH2:30][CH2:31][N:26]([C:19]([C:18]2[CH:17]=[N:16][C:15]([O:14][CH2:13][C:12]3[C:8]([C:5]4[CH:4]=[CH:3][C:2]([F:1])=[CH:7][CH:6]=4)=[N:9][O:10][C:11]=3[CH3:24])=[CH:23][CH:22]=2)=[O:21])[CH2:27][CH2:28]1. The catalyst class is: 230.